Dataset: Forward reaction prediction with 1.9M reactions from USPTO patents (1976-2016). Task: Predict the product of the given reaction. (1) Given the reactants Br[C:2]1[CH:11]=[CH:10][C:5]([C:6]([O:8][CH3:9])=O)=[CH:4][C:3]=1[CH2:12][O:13]C.O[N:16]=[C:17]([C:19]1[CH:20]=[N:21][C:22]([N:25]2[CH2:29][CH2:28][CH2:27][CH2:26]2)=[CH:23][CH:24]=1)[NH2:18], predict the reaction product. The product is: [CH3:9][O:8][CH2:6][C:5]1[CH:4]=[C:3]([C:12]2[O:13][N:18]=[C:17]([C:19]3[CH:24]=[CH:23][C:22]([N:25]4[CH2:29][CH2:28][CH2:27][CH2:26]4)=[N:21][CH:20]=3)[N:16]=2)[CH:2]=[CH:11][C:10]=1[C:2]1[CH:11]=[CH:10][CH:5]=[CH:4][C:3]=1[CH3:12]. (2) The product is: [Cl:32][C:24]1[CH:23]=[C:22]([C:21]2[N:20]=[C:10]([C:8]3[CH:7]=[CH:6][C:5]([C:13]4[CH:18]=[CH:17][CH:16]=[CH:15][C:14]=4[CH3:19])=[C:4]([CH2:3][O:2][CH3:1])[CH:9]=3)[O:12][N:33]=2)[CH:31]=[CH:30][C:25]=1[C:26]([O:28][CH3:29])=[O:27].[Cl:32][C:24]1[CH:23]=[C:22]([C:21]2[N:20]=[C:10]([C:8]3[CH:7]=[CH:6][C:5]([C:13]4[CH:18]=[CH:17][CH:16]=[CH:15][C:14]=4[CH3:19])=[C:4]([CH2:3][O:2][CH3:1])[CH:9]=3)[O:34][N:33]=2)[CH:31]=[CH:30][C:25]=1[C:26]([OH:28])=[O:27]. Given the reactants [CH3:1][O:2][CH2:3][C:4]1[CH:9]=[C:8]([C:10]([OH:12])=O)[CH:7]=[CH:6][C:5]=1[C:13]1[CH:18]=[CH:17][CH:16]=[CH:15][C:14]=1[CH3:19].[NH2:20][C:21](=[N:33][OH:34])[C:22]1[CH:31]=[CH:30][C:25]([C:26]([O:28][CH3:29])=[O:27])=[C:24]([Cl:32])[CH:23]=1, predict the reaction product. (3) Given the reactants FC(F)(F)S(O)(=O)=O.[Br:9][C:10]1[CH:15]=[CH:14][C:13]([C:16](=[O:18])[CH3:17])=[CH:12][CH:11]=1.[C:19](#[N:21])[CH3:20], predict the reaction product. The product is: [Br:9][C:10]1[CH:15]=[CH:14][C:13]([C:16]2[O:18][C:19]([CH3:20])=[N:21][CH:17]=2)=[CH:12][CH:11]=1. (4) Given the reactants [F-].[K+].[Br:3][C:4]1[CH:5]=[CH:6][C:7](I)=[C:8]([CH3:10])[CH:9]=1.C[Si](C)(C)[CH:14]=[CH2:15], predict the reaction product. The product is: [Br:3][C:4]1[CH:5]=[CH:6][C:7]([CH:14]=[CH2:15])=[C:8]([CH3:10])[CH:9]=1. (5) Given the reactants [F:1][C:2]1[C:3]([NH:20][CH3:21])=[N:4][C:5]([NH:8][C:9]2[CH:17]=[CH:16][C:12]([C:13]([OH:15])=O)=[CH:11][C:10]=2[O:18][CH3:19])=[N:6][CH:7]=1.[NH:22]1[CH2:27][CH2:26][O:25][CH2:24][CH2:23]1.CN(C(ON1N=NC2C=CC=NC1=2)=[N+](C)C)C.F[P-](F)(F)(F)(F)F.C(N(C(C)C)CC)(C)C, predict the reaction product. The product is: [F:1][C:2]1[C:3]([NH:20][CH3:21])=[N:4][C:5]([NH:8][C:9]2[CH:17]=[CH:16][C:12]([C:13]([N:22]3[CH2:27][CH2:26][O:25][CH2:24][CH2:23]3)=[O:15])=[CH:11][C:10]=2[O:18][CH3:19])=[N:6][CH:7]=1.